From a dataset of Catalyst prediction with 721,799 reactions and 888 catalyst types from USPTO. Predict which catalyst facilitates the given reaction. (1) Reactant: Cl.[Cl:2][C:3]1[CH:22]=[CH:21][C:6]([CH2:7][CH:8]2[CH2:13][CH2:12][N:11](C(OC(C)(C)C)=O)[CH2:10][CH2:9]2)=[CH:5][C:4]=1[F:23]. The catalyst class is: 5. Product: [ClH:2].[Cl:2][C:3]1[CH:22]=[CH:21][C:6]([CH2:7][CH:8]2[CH2:9][CH2:10][NH:11][CH2:12][CH2:13]2)=[CH:5][C:4]=1[F:23]. (2) Reactant: [NH2:1][C:2]1[CH:3]=[CH:4][C:5]([Cl:11])=[C:6]([CH:10]=1)[C:7]([OH:9])=[O:8].[CH3:12][C:13]1[O:17][N:16]=[C:15]([C:18](Cl)=[O:19])[CH:14]=1. Product: [CH3:12][C:13]1[O:17][N:16]=[C:15]([C:18]([NH:1][C:2]2[CH:3]=[CH:4][C:5]([Cl:11])=[C:6]([CH:10]=2)[C:7]([OH:9])=[O:8])=[O:19])[CH:14]=1. The catalyst class is: 2. (3) Reactant: C(O)(=O)C.[OH:5][C:6]1([C:17]2[CH:22]=[CH:21][CH:20]=[CH:19][CH:18]=2)[CH2:9][N:8]([C:10]([O:12][C:13]([CH3:16])([CH3:15])[CH3:14])=[O:11])[CH2:7]1.[H][H]. Product: [CH:17]1([C:6]2([OH:5])[CH2:9][N:8]([C:10]([O:12][C:13]([CH3:15])([CH3:14])[CH3:16])=[O:11])[CH2:7]2)[CH2:18][CH2:19][CH2:20][CH2:21][CH2:22]1. The catalyst class is: 847. (4) Reactant: CCCC[N+](CCCC)(CCCC)CCCC.[F-].[CH3:19][N:20]([CH3:55])[C:21]1[CH:26]=[CH:25][C:24]([C:27]2[CH:32]=[CH:31][C:30]([C@@:33]3([O:51][CH3:52])[CH2:37][N:36](C(OCC[Si](C)(C)C)=O)[C@H:35]([C:47]([O:49][CH3:50])=[O:48])[CH2:34]3)=[CH:29][CH:28]=2)=[C:23]([CH:53]=[CH2:54])[CH:22]=1. Product: [CH3:55][N:20]([CH3:19])[C:21]1[CH:26]=[CH:25][C:24]([C:27]2[CH:28]=[CH:29][C:30]([C@@:33]3([O:51][CH3:52])[CH2:37][NH:36][C@H:35]([C:47]([O:49][CH3:50])=[O:48])[CH2:34]3)=[CH:31][CH:32]=2)=[C:23]([CH:53]=[CH2:54])[CH:22]=1. The catalyst class is: 1. (5) Reactant: [Si:1]([O:8][CH2:9][C:10]1[C:11]([F:22])=[C:12]([N:16]2[CH2:21][CH2:20][NH:19][CH2:18][CH2:17]2)[CH:13]=[CH:14][CH:15]=1)([C:4]([CH3:7])([CH3:6])[CH3:5])([CH3:3])[CH3:2].Br[C:24]1[CH:25]=[CH:26][C:27]([C:30]([O:32][CH3:33])=[O:31])=[N:28][CH:29]=1.C1(P(C2CCCCC2)C2C=CC=CC=2C2C(C(C)C)=CC(C(C)C)=CC=2C(C)C)CCCCC1.P([O-])([O-])([O-])=O.[K+].[K+].[K+]. Product: [Si:1]([O:8][CH2:9][C:10]1[C:11]([F:22])=[C:12]([N:16]2[CH2:21][CH2:20][N:19]([C:24]3[CH:25]=[CH:26][C:27]([C:30]([O:32][CH3:33])=[O:31])=[N:28][CH:29]=3)[CH2:18][CH2:17]2)[CH:13]=[CH:14][CH:15]=1)([C:4]([CH3:7])([CH3:5])[CH3:6])([CH3:3])[CH3:2]. The catalyst class is: 584. (6) Reactant: [CH3:1][O:2][C:3](=[O:14])[C:4]1[CH:9]=[CH:8][C:7]([C:10]2([NH2:13])[CH2:12][CH2:11]2)=[CH:6][CH:5]=1.[N:15]1[CH:20]=[CH:19][CH:18]=[CH:17][C:16]=1[CH:21]=O.[BH4-].[Na+].O. Product: [CH3:1][O:2][C:3](=[O:14])[C:4]1[CH:5]=[CH:6][C:7]([C:10]2([NH:13][CH2:21][C:16]3[CH:17]=[CH:18][CH:19]=[CH:20][N:15]=3)[CH2:12][CH2:11]2)=[CH:8][CH:9]=1. The catalyst class is: 5. (7) Reactant: [Si:1]([O:8][CH2:9]/[CH:10]=[N:11]/[NH:12][C:13]([O:15][C:16]([CH3:19])([CH3:18])[CH3:17])=[O:14])([C:4]([CH3:7])([CH3:6])[CH3:5])([CH3:3])[CH3:2]. Product: [Si:1]([O:8][CH2:9][CH2:10][NH:11][NH:12][C:13]([O:15][C:16]([CH3:19])([CH3:18])[CH3:17])=[O:14])([C:4]([CH3:7])([CH3:6])[CH3:5])([CH3:3])[CH3:2]. The catalyst class is: 19. (8) Reactant: [F:1][C:2]([F:45])([F:44])[C:3]1[CH:4]=[C:5]([CH:37]=[C:38]([C:40]([F:43])([F:42])[F:41])[CH:39]=1)[CH2:6][N:7]([CH2:12][C:13]1[CH:18]=[C:17]([C:19]([F:22])([F:21])[F:20])[CH:16]=[CH:15][C:14]=1[C:23]1[CH:28]=[C:27]([C:29]([C:31]([F:34])([F:33])[F:32])=[CH2:30])[CH:26]=[CH:25][C:24]=1[O:35][CH3:36])[C:8](=[O:11])[O:9][CH3:10]. Product: [F:1][C:2]([F:44])([F:45])[C:3]1[CH:4]=[C:5]([CH:37]=[C:38]([C:40]([F:41])([F:42])[F:43])[CH:39]=1)[CH2:6][N:7]([CH2:12][C:13]1[CH:18]=[C:17]([C:19]([F:22])([F:21])[F:20])[CH:16]=[CH:15][C:14]=1[C:23]1[CH:28]=[C:27]([CH:29]([CH3:30])[C:31]([F:32])([F:33])[F:34])[CH:26]=[CH:25][C:24]=1[O:35][CH3:36])[C:8](=[O:11])[O:9][CH3:10]. The catalyst class is: 19. (9) Reactant: [F:1][C:2]1[CH:3]=[CH:4][C:5]([N+:9]([O-:11])=[O:10])=[C:6]([CH3:8])[CH:7]=1.[Br:12]N1C(=O)CCC1=O. Product: [Br:12][CH2:8][C:6]1[CH:7]=[C:2]([F:1])[CH:3]=[CH:4][C:5]=1[N+:9]([O-:11])=[O:10]. The catalyst class is: 22. (10) Reactant: Cl.[F:2][C:3]1[CH:4]=[C:5]([N:10]2[C:14]([CH2:15][NH2:16])=[CH:13][C:12]([C:17]([F:20])([F:19])[F:18])=[N:11]2)[CH:6]=[CH:7][C:8]=1[F:9].[F:21][C:22]1[CH:23]=[C:24]([NH:33][C:34](=O)[O:35]C2C=CC=CC=2)[CH:25]=[CH:26][C:27]=1[N:28]1[CH2:31][CH:30]([OH:32])[CH2:29]1. Product: [F:2][C:3]1[CH:4]=[C:5]([N:10]2[C:14]([CH2:15][NH:16][C:34]([NH:33][C:24]3[CH:25]=[CH:26][C:27]([N:28]4[CH2:29][CH:30]([OH:32])[CH2:31]4)=[C:22]([F:21])[CH:23]=3)=[O:35])=[CH:13][C:12]([C:17]([F:20])([F:18])[F:19])=[N:11]2)[CH:6]=[CH:7][C:8]=1[F:9]. The catalyst class is: 10.